From a dataset of Catalyst prediction with 721,799 reactions and 888 catalyst types from USPTO. Predict which catalyst facilitates the given reaction. (1) Product: [CH3:22][S:21][C:20](=[O:24])[NH:10][CH2:9][C:4]1[C:3]([Cl:2])=[N:8][CH:7]=[CH:6][N:5]=1. The catalyst class is: 2. Reactant: Cl.[Cl:2][C:3]1[C:4]([CH2:9][NH2:10])=[N:5][CH:6]=[CH:7][N:8]=1.C(N(CC)C(C)C)(C)C.[C:20](=[O:24])(Cl)[S:21][CH3:22]. (2) Product: [NH2:30][C:26]1[N:27]=[CH:28][N:29]=[C:24]([NH:1][C@H:2]([C:5]2[N:6]([C:17]3[CH:22]=[CH:21][CH:20]=[CH:19][CH:18]=3)[C:7](=[O:16])[C:8]3[C:13]([CH:14]=2)=[CH:12][CH:11]=[CH:10][C:9]=3[Cl:15])[CH2:3][CH3:4])[C:25]=1[C:31]1[O:35][N:34]=[C:33]([CH3:36])[N:32]=1. Reactant: [NH2:1][C@H:2]([C:5]1[N:6]([C:17]2[CH:22]=[CH:21][CH:20]=[CH:19][CH:18]=2)[C:7](=[O:16])[C:8]2[C:13]([CH:14]=1)=[CH:12][CH:11]=[CH:10][C:9]=2[Cl:15])[CH2:3][CH3:4].Cl[C:24]1[N:29]=[CH:28][N:27]=[C:26]([NH2:30])[C:25]=1[C:31]1[O:35][N:34]=[C:33]([CH3:36])[N:32]=1.CCN(C(C)C)C(C)C. The catalyst class is: 114.